Dataset: Catalyst prediction with 721,799 reactions and 888 catalyst types from USPTO. Task: Predict which catalyst facilitates the given reaction. Reactant: [CH3:1][O:2][C:3]1[CH:12]=[C:11]2[C:6]([CH:7]=[CH:8][CH:9]=[C:10]2[CH2:13][CH2:14][NH2:15])=[CH:5][CH:4]=1.[C:16](OC(=O)C)(=[O:18])[CH3:17]. Product: [CH3:17][C:16]([NH:15][CH2:14][CH2:13][C:10]1[C:11]2[CH:12]=[C:3]([O:2][CH3:1])[CH:4]=[CH:5][C:6]=2[CH:7]=[CH:8][CH:9]=1)=[O:18]. The catalyst class is: 5.